This data is from Retrosynthesis with 50K atom-mapped reactions and 10 reaction types from USPTO. The task is: Predict the reactants needed to synthesize the given product. Given the product CCn1ccc2ccc(NC(=O)c3ccc(N4CCN(c5ccc(C(=O)OCc6ccccc6)cc5)CC4)nc3)cc21, predict the reactants needed to synthesize it. The reactants are: CCn1ccc2ccc(NC(=O)c3ccc(Cl)nc3)cc21.O=C(OCc1ccccc1)c1ccc(N2CCNCC2)cc1.